From a dataset of Peptide-MHC class I binding affinity with 185,985 pairs from IEDB/IMGT. Regression. Given a peptide amino acid sequence and an MHC pseudo amino acid sequence, predict their binding affinity value. This is MHC class I binding data. (1) The peptide sequence is KYRLKHIVW. The MHC is HLA-A32:01 with pseudo-sequence HLA-A32:01. The binding affinity (normalized) is 0.210. (2) The peptide sequence is FPMIIGSEL. The MHC is BoLA-JSP.1 with pseudo-sequence BoLA-JSP.1. The binding affinity (normalized) is 0.183. (3) The peptide sequence is VEYYPLLFI. The MHC is HLA-B44:03 with pseudo-sequence HLA-B44:03. The binding affinity (normalized) is 0.172. (4) The peptide sequence is SLLNATAIAV. The MHC is HLA-A02:02 with pseudo-sequence HLA-A02:02. The binding affinity (normalized) is 0.629. (5) The MHC is HLA-A03:01 with pseudo-sequence HLA-A03:01. The binding affinity (normalized) is 0.635. The peptide sequence is AVSMANIFR. (6) The peptide sequence is NIDPEHLDY. The MHC is HLA-B27:05 with pseudo-sequence HLA-B27:05. The binding affinity (normalized) is 0.0847.